From a dataset of NCI-60 drug combinations with 297,098 pairs across 59 cell lines. Regression. Given two drug SMILES strings and cell line genomic features, predict the synergy score measuring deviation from expected non-interaction effect. (1) Drug 1: C1CCC(CC1)NC(=O)N(CCCl)N=O. Drug 2: CN1C(=O)N2C=NC(=C2N=N1)C(=O)N. Cell line: OVCAR-8. Synergy scores: CSS=11.9, Synergy_ZIP=-4.44, Synergy_Bliss=2.19, Synergy_Loewe=-9.11, Synergy_HSA=-0.517. (2) Drug 1: CC1=C2C(C(=O)C3(C(CC4C(C3C(C(C2(C)C)(CC1OC(=O)C(C(C5=CC=CC=C5)NC(=O)OC(C)(C)C)O)O)OC(=O)C6=CC=CC=C6)(CO4)OC(=O)C)OC)C)OC. Drug 2: C1C(C(OC1N2C=C(C(=O)NC2=O)F)CO)O. Cell line: BT-549. Synergy scores: CSS=53.6, Synergy_ZIP=-0.447, Synergy_Bliss=-1.30, Synergy_Loewe=-0.903, Synergy_HSA=4.14. (3) Drug 1: CCCCC(=O)OCC(=O)C1(CC(C2=C(C1)C(=C3C(=C2O)C(=O)C4=C(C3=O)C=CC=C4OC)O)OC5CC(C(C(O5)C)O)NC(=O)C(F)(F)F)O. Drug 2: C(CC(=O)O)C(=O)CN.Cl. Cell line: COLO 205. Synergy scores: CSS=58.5, Synergy_ZIP=0.595, Synergy_Bliss=1.21, Synergy_Loewe=-5.04, Synergy_HSA=0.860. (4) Drug 1: CC1=C(C=C(C=C1)NC(=O)C2=CC=C(C=C2)CN3CCN(CC3)C)NC4=NC=CC(=N4)C5=CN=CC=C5. Drug 2: CCC1(C2=C(COC1=O)C(=O)N3CC4=CC5=C(C=CC(=C5CN(C)C)O)N=C4C3=C2)O.Cl. Cell line: SK-MEL-5. Synergy scores: CSS=36.7, Synergy_ZIP=-1.41, Synergy_Bliss=0.516, Synergy_Loewe=2.97, Synergy_HSA=3.50. (5) Drug 1: C1CN1C2=NC(=NC(=N2)N3CC3)N4CC4. Drug 2: C1CN(P(=O)(OC1)NCCCl)CCCl. Cell line: MDA-MB-435. Synergy scores: CSS=7.14, Synergy_ZIP=-3.22, Synergy_Bliss=1.55, Synergy_Loewe=-6.62, Synergy_HSA=-0.828. (6) Drug 1: CNC(=O)C1=NC=CC(=C1)OC2=CC=C(C=C2)NC(=O)NC3=CC(=C(C=C3)Cl)C(F)(F)F. Drug 2: N.N.Cl[Pt+2]Cl. Cell line: HOP-92. Synergy scores: CSS=56.7, Synergy_ZIP=-0.668, Synergy_Bliss=-0.724, Synergy_Loewe=-19.6, Synergy_HSA=-0.226. (7) Drug 1: C1=C(C(=O)NC(=O)N1)N(CCCl)CCCl. Drug 2: C1=CN(C=N1)CC(O)(P(=O)(O)O)P(=O)(O)O. Cell line: ACHN. Synergy scores: CSS=11.1, Synergy_ZIP=-18.4, Synergy_Bliss=-27.5, Synergy_Loewe=-26.7, Synergy_HSA=-24.5. (8) Drug 1: CNC(=O)C1=NC=CC(=C1)OC2=CC=C(C=C2)NC(=O)NC3=CC(=C(C=C3)Cl)C(F)(F)F. Drug 2: CC1C(C(CC(O1)OC2CC(CC3=C2C(=C4C(=C3O)C(=O)C5=CC=CC=C5C4=O)O)(C(=O)C)O)N)O. Cell line: ACHN. Synergy scores: CSS=59.7, Synergy_ZIP=0.0636, Synergy_Bliss=-0.959, Synergy_Loewe=-12.7, Synergy_HSA=0.776. (9) Drug 1: COC1=C(C=C2C(=C1)N=CN=C2NC3=CC(=C(C=C3)F)Cl)OCCCN4CCOCC4. Drug 2: CC1CCCC2(C(O2)CC(NC(=O)CC(C(C(=O)C(C1O)C)(C)C)O)C(=CC3=CSC(=N3)C)C)C. Cell line: LOX IMVI. Synergy scores: CSS=7.85, Synergy_ZIP=-2.56, Synergy_Bliss=-1.50, Synergy_Loewe=-0.652, Synergy_HSA=-0.627. (10) Drug 1: CC12CCC3C(C1CCC2=O)CC(=C)C4=CC(=O)C=CC34C. Drug 2: C1=NC(=NC(=O)N1C2C(C(C(O2)CO)O)O)N. Cell line: SNB-75. Synergy scores: CSS=22.3, Synergy_ZIP=-3.93, Synergy_Bliss=2.63, Synergy_Loewe=1.73, Synergy_HSA=0.995.